Dataset: Catalyst prediction with 721,799 reactions and 888 catalyst types from USPTO. Task: Predict which catalyst facilitates the given reaction. Reactant: C(OC[C@@H:10]1[C@@H:15]([O:16][CH2:17][C:18]2[CH:23]=[CH:22][C:21]([O:24][CH3:25])=[CH:20][CH:19]=2)[CH2:14][C@@H:13]2[C@H:11]1[O:12]2)C1C=CC=CC=1.C[Si](C)(C)[N-][Si](C)(C)C.[Li+]. Product: [CH3:25][O:24][C:21]1[CH:20]=[CH:19][C:18]([CH2:17][O:16][CH:15]2[CH2:10][CH:11]([OH:12])[CH:13]=[CH:14]2)=[CH:23][CH:22]=1. The catalyst class is: 1.